This data is from Forward reaction prediction with 1.9M reactions from USPTO patents (1976-2016). The task is: Predict the product of the given reaction. (1) Given the reactants [Si]([O:8][C:9]1[CH:14]=[CH:13][C:12]([CH2:15][CH:16]([O:21][CH2:22][C:23]2[CH:28]=[CH:27][C:26]([C:29]([O:31][C:32]([CH3:35])([CH3:34])[CH3:33])=[O:30])=[CH:25][CH:24]=2)[C:17]([O:19][CH3:20])=[O:18])=[CH:11][CH:10]=1)(C(C)(C)C)(C)C.[F-].C([N+](CCCC)(CCCC)CCCC)CCC.C(O)(=O)C, predict the reaction product. The product is: [C:32]([O:31][C:29]([C:26]1[CH:25]=[CH:24][C:23]([CH2:22][O:21][CH:16]([CH2:15][C:12]2[CH:11]=[CH:10][C:9]([OH:8])=[CH:14][CH:13]=2)[C:17]([O:19][CH3:20])=[O:18])=[CH:28][CH:27]=1)=[O:30])([CH3:35])([CH3:33])[CH3:34]. (2) The product is: [C:34]1([NH:33][C:21]([N:6]2[CH:5]3[C:13]([C:14]4[CH:15]=[CH:16][CH:17]=[C:18]5[C:20]=4[C:3](=[C:2]([CH3:1])[NH:19]5)[CH2:4]3)=[CH:12][CH:8]([C:9]([N:42]3[CH2:47][CH2:46][CH2:45][CH2:44][CH2:43]3)=[O:10])[CH2:7]2)=[O:61])[CH:35]=[CH:36][CH:37]=[CH:38][CH:41]=1. Given the reactants [CH3:1][C:2]1[NH:19][C:18]2[C:20]3[C:3]=1[CH2:4][C@@H:5]1[C:13]([C:14]=3[CH:15]=[CH:16][CH:17]=2)=[CH:12][C@@H:8]([C:9](=O)[OH:10])[CH2:7][N:6]1[CH3:21].OC([C@@H]1C=C2[C@@H](CC3[C:41]4[C:34](=[CH:35][CH:36]=[CH:37][C:38]2=4)[NH:33]C=3)N(C)C1)=O.[NH:42]1[CH2:47][CH2:46][CH2:45][CH2:44][CH2:43]1.N1CCCC1.C1(N=C=[O:61])C=CC=CC=1, predict the reaction product.